This data is from Full USPTO retrosynthesis dataset with 1.9M reactions from patents (1976-2016). The task is: Predict the reactants needed to synthesize the given product. (1) Given the product [ClH:21].[O:1]([C:8]1[CH:15]=[CH:14][C:11]([CH:12]=[N:20][NH:19][C:16]([NH2:18])=[NH:17])=[CH:10][CH:9]=1)[C:2]1[CH:7]=[CH:6][CH:5]=[CH:4][CH:3]=1, predict the reactants needed to synthesize it. The reactants are: [O:1]([C:8]1[CH:15]=[CH:14][C:11]([CH:12]=O)=[CH:10][CH:9]=1)[C:2]1[CH:7]=[CH:6][CH:5]=[CH:4][CH:3]=1.[C:16]([NH:19][NH2:20])([NH2:18])=[NH:17].[ClH:21]. (2) The reactants are: C(CC[N:5]1[C:9]([CH2:10][O:11][C:12]([CH2:19][CH3:20])([CH2:17][CH3:18])[C:13]([O:15][CH3:16])=[O:14])=[N:8][N:7]=[N:6]1)#N.N12CCCN=C1CCCCC2. Given the product [CH2:17]([C:12]([O:11][CH2:10][C:9]1[NH:8][N:7]=[N:6][N:5]=1)([CH2:19][CH3:20])[C:13]([O:15][CH3:16])=[O:14])[CH3:18], predict the reactants needed to synthesize it. (3) Given the product [CH2:1]([NH:8][C:9](=[O:10])[N:12]([CH3:11])[NH2:13])[C:2]1[CH:7]=[CH:6][CH:5]=[CH:4][CH:3]=1, predict the reactants needed to synthesize it. The reactants are: [CH2:1]([N:8]=[C:9]=[O:10])[C:2]1[CH:7]=[CH:6][CH:5]=[CH:4][CH:3]=1.[CH3:11][NH:12][NH2:13].CO. (4) Given the product [CH2:1]([C:3]1([C:16]2[CH:21]=[CH:20][CH:19]=[CH:18][N:17]=2)[NH:8][C:7]2=[C:9]([NH2:13])[CH:10]=[CH:11][CH:12]=[C:6]2[O:5][CH2:4]1)[CH3:2], predict the reactants needed to synthesize it. The reactants are: [CH2:1]([C:3]1([C:16]2[CH:21]=[CH:20][CH:19]=[CH:18][N:17]=2)[NH:8][C:7]2[C:9]([N+:13]([O-])=O)=[CH:10][CH:11]=[CH:12][C:6]=2[O:5][CH2:4]1)[CH3:2]. (5) Given the product [CH2:1]([N:3]([CH2:9][CH3:10])[CH:4]1[CH2:8][CH2:7][N:6]([C:12]2[N:13]=[CH:14][C:15]([C:18]([NH:20][C:21]3[NH:22][N:23]=[C:24]([CH2:26][CH2:27][C:28]4[CH:33]=[C:32]([O:34][CH3:35])[CH:31]=[C:30]([O:36][CH3:37])[CH:29]=4)[CH:25]=3)=[O:19])=[N:16][CH:17]=2)[CH2:5]1)[CH3:2], predict the reactants needed to synthesize it. The reactants are: [CH2:1]([N:3]([CH2:9][CH3:10])[CH:4]1[CH2:8][CH2:7][NH:6][CH2:5]1)[CH3:2].Cl[C:12]1[N:13]=[CH:14][C:15]([C:18]([NH:20][C:21]2[NH:22][N:23]=[C:24]([CH2:26][CH2:27][C:28]3[CH:33]=[C:32]([O:34][CH3:35])[CH:31]=[C:30]([O:36][CH3:37])[CH:29]=3)[CH:25]=2)=[O:19])=[N:16][CH:17]=1. (6) The reactants are: [C:1]([C:5]1[CH:6]=[C:7]([CH3:10])[CH2:8][CH:9]=1)([CH3:4])([CH3:3])[CH3:2].C([Li])CCC.CCCCCC.CN(C)P(N(C)C)(N(C)C)=O.[C:33]([C:41]1[CH:46]=[CH:45][CH:44]=[CH:43][CH:42]=1)(=O)[C:34]1[CH:39]=[CH:38][CH:37]=[CH:36][CH:35]=1.Cl. Given the product [C:1]([C:5]1[CH:6]=[C:7]([CH3:10])[C:8](=[C:33]([C:41]2[CH:46]=[CH:45][CH:44]=[CH:43][CH:42]=2)[C:34]2[CH:39]=[CH:38][CH:37]=[CH:36][CH:35]=2)[CH:9]=1)([CH3:4])([CH3:3])[CH3:2], predict the reactants needed to synthesize it. (7) Given the product [CH:17]([C:8]1[C:9]2[C:14](=[CH:13][CH:12]=[CH:11][CH:10]=2)[CH:15]=[CH:16][C:7]=1[O:6][CH2:1][C:2]1[CH:3]=[CH:5][C:37]([C:38]#[N:39])=[CH:36][CH:35]=1)=[O:18], predict the reactants needed to synthesize it. The reactants are: [CH2:1]([O:6][C:7]1[CH:16]=[CH:15][C:14]2[C:9](=[CH:10][CH:11]=[CH:12][CH:13]=2)[C:8]=1[CH:17]=[O:18])[CH2:2][CH:3]([CH3:5])C.OC1C=CC2C(=CC=CC=2)C=1C=O.BrCC1C=C[C:37]([C:38]#[N:39])=[CH:36][CH:35]=1.